From a dataset of Catalyst prediction with 721,799 reactions and 888 catalyst types from USPTO. Predict which catalyst facilitates the given reaction. (1) Product: [ClH:15].[Cl:15][CH2:9][C:6]1[CH:5]=[CH:4][C:3]([C:2]([F:12])([F:11])[F:1])=[CH:8][N:7]=1. Reactant: [F:1][C:2]([F:12])([F:11])[C:3]1[CH:4]=[CH:5][C:6]([CH2:9]O)=[N:7][CH:8]=1.O=S(Cl)[Cl:15]. The catalyst class is: 2. (2) Reactant: [C:1]1([S:7]([C:10]2[C:18]3[C:13](=[CH:14][CH:15]=[C:16]([CH:19]=[CH2:20])[CH:17]=3)[NH:12][CH:11]=2)(=[O:9])=[O:8])[CH:6]=[CH:5][CH:4]=[CH:3][CH:2]=1.B.C1C[O:25]CC1.[OH-].[Na+].OO. Product: [C:1]1([S:7]([C:10]2[C:18]3[C:13](=[CH:14][CH:15]=[C:16]([CH2:19][CH2:20][OH:25])[CH:17]=3)[NH:12][CH:11]=2)(=[O:8])=[O:9])[CH:6]=[CH:5][CH:4]=[CH:3][CH:2]=1. The catalyst class is: 20. (3) Reactant: [CH2:1]([C:3]1[N:7]([C:8]2[N:16]=[C:15]3[C:11]([N:12]=[C:13]([CH:18]=O)[N:14]3[CH3:17])=[C:10]([N:20]3[CH2:25][CH2:24][O:23][CH2:22][CH2:21]3)[N:9]=2)[C:6]2[CH:26]=[CH:27][CH:28]=[CH:29][C:5]=2[N:4]=1)[CH3:2].[C:30]([N:34]1[CH2:39][CH2:38][NH:37][CH2:36][C:35]1=[O:40])([CH3:33])([CH3:32])[CH3:31].C(O[BH-](OC(=O)C)OC(=O)C)(=O)C.[Na+]. Product: [C:30]([N:34]1[CH2:39][CH2:38][N:37]([CH2:18][C:13]2[N:14]([CH3:17])[C:15]3[C:11]([N:12]=2)=[C:10]([N:20]2[CH2:21][CH2:22][O:23][CH2:24][CH2:25]2)[N:9]=[C:8]([N:7]2[C:6]4[CH:26]=[CH:27][CH:28]=[CH:29][C:5]=4[N:4]=[C:3]2[CH2:1][CH3:2])[N:16]=3)[CH2:36][C:35]1=[O:40])([CH3:33])([CH3:31])[CH3:32]. The catalyst class is: 26. (4) The catalyst class is: 461. Product: [Br:1][C:2]1[CH:3]=[C:4]([CH2:5][C:16]2[CH:17]=[CH:18][C:13]([F:12])=[CH:14][CH:15]=2)[CH:7]=[CH:8][C:9]=1[O:10][CH3:11]. Reactant: [Br:1][C:2]1[CH:3]=[C:4]([CH:7]=[CH:8][C:9]=1[O:10][CH3:11])[CH2:5]Br.[F:12][C:13]1[CH:18]=[CH:17][C:16](B(O)O)=[CH:15][CH:14]=1.P([O-])([O-])([O-])=O.[K+].[K+].[K+].C(COC)OC. (5) Reactant: [Br:1][C:2]1[CH:7]=[CH:6][C:5]([CH2:8][OH:9])=[C:4]([CH2:10][CH3:11])[CH:3]=1.[H-].[Na+].[CH3:14]I. Product: [Br:1][C:2]1[CH:7]=[CH:6][C:5]([CH2:8][O:9][CH3:14])=[C:4]([CH2:10][CH3:11])[CH:3]=1. The catalyst class is: 3. (6) Reactant: Cl.[CH3:2][O:3][C:4](=[O:14])[C@H:5]([CH2:7][C:8]1[CH:13]=[CH:12][CH:11]=[CH:10][CH:9]=1)[NH2:6].CN1CCOCC1.[C:22]([N:33]1[C@@H:37]([CH3:38])[C:36](=O)[O:35]C1=O)(=[O:32])[CH2:23][CH2:24][CH2:25][CH2:26][CH2:27][CH2:28][CH2:29][CH2:30][CH3:31]. Product: [CH3:2][O:3][C:4](=[O:14])[C@H:5]([CH2:7][C:8]1[CH:13]=[CH:12][CH:11]=[CH:10][CH:9]=1)[NH:6][C:36](=[O:35])[C@H:37]([CH3:38])[NH:33][C:22](=[O:32])[CH2:23][CH2:24][CH2:25][CH2:26][CH2:27][CH2:28][CH2:29][CH2:30][CH3:31]. The catalyst class is: 7. (7) Reactant: C(N(CC)C(C)C)(C)C.[Br:10][C:11]1[CH:12]=[C:13]2[C:18](=[CH:19][CH:20]=1)[N:17]([C:21](=[O:23])[CH3:22])[C@@H:16]([CH3:24])[CH2:15][NH:14]2.Cl[C:26]([O:28][CH:29]([CH3:31])[CH3:30])=[O:27]. Product: [C:21]([N:17]1[C:18]2[C:13](=[CH:12][C:11]([Br:10])=[CH:20][CH:19]=2)[N:14]([C:26]([O:28][CH:29]([CH3:31])[CH3:30])=[O:27])[CH2:15][C@@H:16]1[CH3:24])(=[O:23])[CH3:22]. The catalyst class is: 26. (8) Reactant: C1(C)C=CC=CC=1.[Cl:8][C:9]1[CH:14]=[CH:13][C:12]([N:15]2[CH:19]=[CH:18][CH:17]=[C:16]2[CH:20]=O)=[C:11]([C:22](=[O:34])[C:23]2[C:28]([F:29])=[CH:27][CH:26]=[C:25]([O:30][CH3:31])[C:24]=2[O:32][CH3:33])[CH:10]=1.C1(P(=[CH:54][C:55]([O:57][CH3:58])=[O:56])(C2C=CC=CC=2)C2C=CC=CC=2)C=CC=CC=1. Product: [Cl:8][C:9]1[CH:14]=[CH:13][C:12]([N:15]2[CH:19]=[CH:18][CH:17]=[C:16]2/[CH:20]=[CH:54]/[C:55]([O:57][CH3:58])=[O:56])=[C:11]([C:22](=[O:34])[C:23]2[C:28]([F:29])=[CH:27][CH:26]=[C:25]([O:30][CH3:31])[C:24]=2[O:32][CH3:33])[CH:10]=1. The catalyst class is: 4. (9) Reactant: [CH:1]1([NH:4][C:5]([C:7]2[C:8]3[CH:9]=[C:10]([C:20]4[C:25]([Cl:26])=[CH:24][N:23]=[C:22](Cl)[N:21]=4)[N:11]([CH2:16][O:17][CH2:18][CH3:19])[C:12]=3[CH:13]=[CH:14][CH:15]=2)=[O:6])[CH2:3][CH2:2]1.Cl.[NH2:29][C@@H:30]1[CH2:34][CH2:33][CH2:32][C@@H:31]1[OH:35].CCN(C(C)C)C(C)C.O. Product: [Cl:26][C:25]1[C:20]([C:10]2[N:11]([CH2:16][O:17][CH2:18][CH3:19])[C:12]3[CH:13]=[CH:14][CH:15]=[C:7]([C:5]([NH:4][CH:1]4[CH2:3][CH2:2]4)=[O:6])[C:8]=3[CH:9]=2)=[N:21][C:22]([NH:29][C@@H:30]2[CH2:34][CH2:33][CH2:32][C@@H:31]2[OH:35])=[N:23][CH:24]=1. The catalyst class is: 16.